Dataset: Experimentally validated miRNA-target interactions with 360,000+ pairs, plus equal number of negative samples. Task: Binary Classification. Given a miRNA mature sequence and a target amino acid sequence, predict their likelihood of interaction. (1) The miRNA is gga-miR-9-5p with sequence UCUUUGGUUAUCUAGCUGUAUGA. The protein sequence of the target gene is MMQESGTETKSNGSAIQNGASGGNHLLECSLREVRSNGETPSVEIGAADLTHLQQQQALQVARQLLLQQQQQQQQQQQQQQQQQVSGLKSPKRNDKQPALQVPVSVAMMTPQVITPQQMQQILQQQVLTPQQLQVLLQQQQALMLQQQQLQEFYKKQQEQLQLQLLQQQHAGKQPKEPQQQQVATQQLAFQQQLLQMQQLQQQHLLTLQRQGLLTIQPGQPTLPLQPLAQGMIPTELQQLWKEVTSSHTAEEAASNNHSSLDLSTTCVSSSAPSKTSLIINPHASTNGQLSVHTPKRESL.... Result: 1 (interaction). (2) The miRNA is hsa-miR-5047 with sequence UUGCAGCUGCGGUUGUAAGGU. The protein sequence of the target gene is MAWIRSTCILFFTLLFAHIAAVPIKYLPEENVHDADFGEQKDISEINLAAGLDLFQGDILLQKSRNGLRDPNTRWTFPIPYILADNLGLNAKGAILYAFEMFRLKSCVDFKPYEGESSYIIFQQFDGCWSEVGDQHVGQNISIGQGCAYKAIIEHEILHALGFYHEQSRTDRDDYVNIWWDQILSGYQHNFDTYDDSLITDLNTPYDYESLMHYQPFSFNKNASVPTITAKIPEFNSIIGQRLDFSAIDLERLNRMYNCTTTHTLLDHCTFEKANICGMIQGTRDDTDWAHQDSAQAGEV.... Result: 0 (no interaction). (3) The miRNA is mmu-miR-466e-3p with sequence UAUACAUACACGCACACAUAAGA. The protein sequence of the target gene is MNWTAATCWALLLAAAFLCDSCSAKGGRGGARGSARGVRGGARGASRVRVRPAPRYGSSLRVAAAGAAAGAAAGVAAGLATGSGWRRTSGPGELGLEDDENGAMGGNGTDRGVYSYWAWTSGSGSVHSPRICLLLGGTLGALELLRP. Result: 0 (no interaction). (4) The miRNA is hsa-miR-26b-3p with sequence CCUGUUCUCCAUUACUUGGCU. The protein sequence of the target gene is MATRRFSCLLLSTSEIDLSVKRRI. Result: 1 (interaction). (5) The miRNA is hsa-miR-629-5p with sequence UGGGUUUACGUUGGGAGAACU. The protein sequence of the target gene is MDVAESPERDPHSPEDEEQPQGLSDDDILRDSGSDQDLDGAGVRASDLEDEESAARGPSQEEEDNHSDEEDRASEPKSQDQDSEVNELSRGPTSSPCEEEGDEGEEDRTSDLRDEASSVTRELDEHELDYDEEVPEEPAPAVQEDEAEKAGAEDDEEKGEGTPREEGKAGVQSVGEKESLEAAKEKKKEDDDGEIDDGEIDDDDLEEGEVKDPSDRKVRPRPTCRFFMKGNCTWGMNCRFIHPGVNDKGNYSLITKADPFPPNGAPPLGPHPLMPANPWGGPVVDEILPPPPPEPPTESA.... Result: 0 (no interaction). (6) The protein sequence of the target gene is MMKSQGLVSFKDVAVDFTQEEWQQLDPSQRTLYRDVMLENYSHLVSMGYPVSKPDVISKLEQGEEPWIIKGDISNWIYPDEYQADGRQDRKSNLHNSQSCILGTVSFHHKILKGVTRDGSLCSILKVCQGDGQLQRFLENQDKLFRQVTFVNSKTVTEASGHKYNPLGKIFQECIETDISIQRFHKYDAFKKNLKPNIDLPSCYKSNSRKKPDQSFGGGKSSSQSEPNSNLEKIHNGVIPFDDNQCGNVFRNTQSLIQYQNVETKEKSCVCVTCGKAFAKKSQLIVHQRIHTGKKPYDCG.... The miRNA is hsa-miR-3976 with sequence UAUAGAGAGCAGGAAGAUUAAUGU. Result: 0 (no interaction). (7) Result: 1 (interaction). The protein sequence of the target gene is MDVLVSECSARLLQQEEEIKSLTAEIDRLKNCGCLGASPNLEQLQEENLKLKYRLNILRKSLQAERNKPTKNMINIISRLQEVFGHAIKAAYPDLENPPLLVTPSQQAKFGDYQCNSAMGISQMLKTKEQKVNPREIAENITKHLPDNECIEKVEIAGPGFINVHLRKDFVSEQLTSLLVNGVQLPALGENKKVIVDFSSPNIAKEMHVGHLRSTIIGESISRLFEFAGYDVLRLNHVGDWGTQFGMLIAHLQDKFPDYLTVSPPIGDLQVFYKESKKRFDTEEEFKKRAYQCVVLLQGK.... The miRNA is hsa-miR-331-3p with sequence GCCCCUGGGCCUAUCCUAGAA.